Dataset: Full USPTO retrosynthesis dataset with 1.9M reactions from patents (1976-2016). Task: Predict the reactants needed to synthesize the given product. (1) Given the product [CH3:17][C:16]1[CH:15]=[CH:14][N:1]([C:3]2[CH:4]=[CH:5][C:6]([C:7]([OH:9])=[O:8])=[CH:10][CH:11]=2)[N:2]=1, predict the reactants needed to synthesize it. The reactants are: [NH:1]([C:3]1[CH:11]=[CH:10][C:6]([C:7]([OH:9])=[O:8])=[CH:5][CH:4]=1)[NH2:2].CO[CH:14](OC)[CH2:15][C:16](=O)[CH3:17]. (2) Given the product [Br:12][C:13]1[C:14]([N:20]([CH:29]2[CH2:33][CH2:32][CH:31]([CH3:34])[CH2:30]2)[NH:21][C:22]([O:24][C:25]([CH3:28])([CH3:27])[CH3:26])=[O:23])=[N:15][C:16]([C:5]#[N:6])=[N:17][CH:18]=1, predict the reactants needed to synthesize it. The reactants are: [C-]#N.[K+].C1N2CC[N:6](CC2)[CH2:5]1.[Br:12][C:13]1[C:14]([N:20]([CH:29]2[CH2:33][CH2:32][CH:31]([CH3:34])[CH2:30]2)[NH:21][C:22]([O:24][C:25]([CH3:28])([CH3:27])[CH3:26])=[O:23])=[N:15][C:16](Cl)=[N:17][CH:18]=1. (3) The reactants are: [F:1][C:2]1[CH:3]=[C:4]2[C:9](=[CH:10][CH:11]=1)[N:8]=[C:7]([CH3:12])[CH:6]=[CH:5]2.[CH3:13][O:14][S:15]([O:18]C)(=[O:17])=[O:16]. Given the product [CH3:13][O:14][S:15]([O-:18])(=[O:17])=[O:16].[CH3:13][N+:8]1[C:9]2[C:4](=[CH:3][C:2]([F:1])=[CH:11][CH:10]=2)[CH:5]=[CH:6][C:7]=1[CH3:12], predict the reactants needed to synthesize it. (4) The reactants are: [NH2:1][C:2]1[CH:7]=[CH:6][C:5]([C:8]2[CH:9]=[C:10]3[C:14](=[CH:15][CH:16]=2)[C:13](=[O:17])[N:12]([C@@H:18]([CH:23]([CH3:25])[CH3:24])[C:19]([O:21][CH3:22])=[O:20])[CH2:11]3)=[CH:4][CH:3]=1.[CH3:26][O:27][C:28]1[CH:36]=[CH:35][C:31]([C:32](Br)=[O:33])=[CH:30][CH:29]=1. Given the product [CH3:26][O:27][C:28]1[CH:36]=[CH:35][C:31]([C:32]([NH:1][C:2]2[CH:7]=[CH:6][C:5]([C:8]3[CH:9]=[C:10]4[C:14](=[CH:15][CH:16]=3)[C:13](=[O:17])[N:12]([C@@H:18]([CH:23]([CH3:25])[CH3:24])[C:19]([O:21][CH3:22])=[O:20])[CH2:11]4)=[CH:4][CH:3]=2)=[O:33])=[CH:30][CH:29]=1, predict the reactants needed to synthesize it. (5) Given the product [Cl:1][C:2]1[CH:3]=[C:4]([N:14]([CH2:22][C:23]2[CH:28]=[CH:27][C:26]([O:29][CH3:30])=[CH:25][CH:24]=2)[C:15]2[CH:20]=[CH:19][C:18]([CH3:21])=[CH:17][N:16]=2)[C:5]2[N:6]([C:8]([C:11]([NH:59][C:56]3[CH:57]=[CH:58][N:53]=[CH:54][CH:55]=3)=[O:13])=[CH:9][N:10]=2)[N:7]=1, predict the reactants needed to synthesize it. The reactants are: [Cl:1][C:2]1[CH:3]=[C:4]([N:14]([CH2:22][C:23]2[CH:28]=[CH:27][C:26]([O:29][CH3:30])=[CH:25][CH:24]=2)[C:15]2[CH:20]=[CH:19][C:18]([CH3:21])=[CH:17][N:16]=2)[C:5]2[N:6]([C:8]([C:11]([OH:13])=O)=[CH:9][N:10]=2)[N:7]=1.Cl.CN(C)CCCN=C=NCC.ON1C2C=CC=CC=2N=N1.[N:53]1[CH:58]=[CH:57][C:56]([NH2:59])=[CH:55][CH:54]=1. (6) Given the product [F:27][C:2]([F:1])([F:26])[O:3][C:4]1[CH:9]=[CH:8][C:7]([NH:10][C:11]2[N:16]=[CH:15][N:14]=[C:13]([C:17]3[CH:18]=[C:19]([CH:23]=[CH:24][CH:25]=3)[C:20]([NH:33][CH2:32][C:31]3[CH:34]=[CH:35][CH:36]=[CH:37][C:30]=3[C:29]([F:38])([F:39])[F:28])=[O:21])[CH:12]=2)=[CH:6][CH:5]=1, predict the reactants needed to synthesize it. The reactants are: [F:1][C:2]([F:27])([F:26])[O:3][C:4]1[CH:9]=[CH:8][C:7]([NH:10][C:11]2[N:16]=[CH:15][N:14]=[C:13]([C:17]3[CH:18]=[C:19]([CH:23]=[CH:24][CH:25]=3)[C:20](O)=[O:21])[CH:12]=2)=[CH:6][CH:5]=1.[F:28][C:29]([F:39])([F:38])[C:30]1[CH:37]=[CH:36][CH:35]=[CH:34][C:31]=1[CH2:32][NH2:33].CN(C(ON1N=NC2C=CC=NC1=2)=[N+](C)C)C.F[P-](F)(F)(F)(F)F.CCN(C(C)C)C(C)C. (7) Given the product [CH3:11][C:5]1[CH:4]=[C:3]([O:12][CH2:13][CH:14]2[CH2:16][CH:15]2[CH3:17])[C:2]([CH3:1])=[CH:7][C:6]=1[NH2:8], predict the reactants needed to synthesize it. The reactants are: [CH3:1][C:2]1[CH:7]=[C:6]([N+:8]([O-])=O)[C:5]([CH3:11])=[CH:4][C:3]=1[O:12][CH2:13][CH:14]1[CH2:16][CH:15]1[CH3:17].C(O)(=O)C. (8) Given the product [Cl:1][C:2]1[CH:7]=[CH:6][C:5]([C:8]2[CH:13]=[CH:12][N:11]([C:18]3[CH:19]=[CH:20][C:21]4[C:22]5[CH2:31][N:30]([C:32]([O:34][C:35]([CH3:38])([CH3:37])[CH3:36])=[O:33])[CH2:29][CH2:28][C:23]=5[N:24]([CH3:27])[C:25]=4[CH:26]=3)[C:10](=[O:14])[CH:9]=2)=[C:4]([O:15][CH3:16])[CH:3]=1, predict the reactants needed to synthesize it. The reactants are: [Cl:1][C:2]1[CH:7]=[CH:6][C:5]([C:8]2[CH:13]=[CH:12][NH:11][C:10](=[O:14])[CH:9]=2)=[C:4]([O:15][CH3:16])[CH:3]=1.Br[C:18]1[CH:19]=[CH:20][C:21]2[C:22]3[CH2:31][N:30]([C:32]([O:34][C:35]([CH3:38])([CH3:37])[CH3:36])=[O:33])[CH2:29][CH2:28][C:23]=3[N:24]([CH3:27])[C:25]=2[CH:26]=1.OC1C=CC=C2C=1N=CC=C2.C([O-])([O-])=O.[Cs+].[Cs+].